Task: Binary Classification. Given a miRNA mature sequence and a target amino acid sequence, predict their likelihood of interaction.. Dataset: Experimentally validated miRNA-target interactions with 360,000+ pairs, plus equal number of negative samples (1) The miRNA is mmu-miR-96-3p with sequence CAAUCAUGUGUAGUGCCAAUAU. The protein sequence of the target gene is MESVSCSAAAVRTGDMESQRDLSLVPERLQRREQERQLEVERRKQKRQNQEVEKENSHFFVATFVRERAAVEELLERAESVERLEEAASRLQGLQKLINDSVFFLAAYDLRQGQEALARLQAALAERRRGLQPKKRFAFKTRGKDAASSTKVDAAPGIPPAVESIQDSPLPKKAEGDLGPSWVCGFSNLESQVLEKRASELHQRDVLLTELSNCTVRLYGNPNTLRLTKAHSCKLLCGPVSTSVFLEDCSDCVLAVACQQLRIHSTKDTRIFLQVTSRAIVEDCSGIQFAPYTWSYPEID.... Result: 0 (no interaction). (2) The miRNA is hsa-miR-3664-5p with sequence AACUCUGUCUUCACUCAUGAGU. The protein sequence of the target gene is MKFNPFVTSDRSKNRKRHFNAPSHVRRKIMSSPLSKELRQKYNVRSMPIRKDDEVQVVRGHYKGQQIGKVVQVYRKKYVIYIERVQREKANGTTVHVGIHPSKVVITRLKLDKDRKKILERKAKSRQVGKEKGKYKEELIEKMQE. Result: 0 (no interaction).